This data is from NCI-60 drug combinations with 297,098 pairs across 59 cell lines. The task is: Regression. Given two drug SMILES strings and cell line genomic features, predict the synergy score measuring deviation from expected non-interaction effect. (1) Drug 1: CNC(=O)C1=NC=CC(=C1)OC2=CC=C(C=C2)NC(=O)NC3=CC(=C(C=C3)Cl)C(F)(F)F. Drug 2: CC12CCC3C(C1CCC2OP(=O)(O)O)CCC4=C3C=CC(=C4)OC(=O)N(CCCl)CCCl.[Na+]. Cell line: DU-145. Synergy scores: CSS=6.99, Synergy_ZIP=5.77, Synergy_Bliss=8.34, Synergy_Loewe=-4.90, Synergy_HSA=0.679. (2) Drug 1: CCCS(=O)(=O)NC1=C(C(=C(C=C1)F)C(=O)C2=CNC3=C2C=C(C=N3)C4=CC=C(C=C4)Cl)F. Drug 2: CCN(CC)CCNC(=O)C1=C(NC(=C1C)C=C2C3=C(C=CC(=C3)F)NC2=O)C. Cell line: MALME-3M. Synergy scores: CSS=47.7, Synergy_ZIP=2.49, Synergy_Bliss=1.11, Synergy_Loewe=-9.47, Synergy_HSA=0.500.